This data is from Reaction yield outcomes from USPTO patents with 853,638 reactions. The task is: Predict the reaction yield, written as a fraction of the theoretical maximum amount of product (1.0 means a 100% yield; for example, 0.34 means a 34% yield). The product is [CH3:1][C:2]1[CH:3]=[C:4]([N:5]=[C:25]([NH2:26])[N:31]([C:32]([O:34][C:35]([CH3:36])([CH3:37])[CH3:38])=[O:33])[C:32]([O:34][C:35]([CH3:38])([CH3:37])[CH3:36])=[O:39])[CH:6]=[CH:7][C:8]=1[N:9]1[CH2:14][C@@H:13]2[CH2:15][C@H:10]1[CH2:11][N:12]2[CH3:16]. The reactants are [CH3:1][C:2]1[CH:3]=[C:4]([CH:6]=[CH:7][C:8]=1[N:9]1[CH2:14][C@@H:13]2[CH2:15][C@H:10]1[CH2:11][N:12]2[CH3:16])[NH2:5].C(OC(N[C:25](=[N:31][C:32]([O:34][C:35]([CH3:38])([CH3:37])[CH3:36])=[O:33])[N:26]1C=CC=N1)=O)(C)(C)C.[OH2:39]. The yield is 0.970. The catalyst is CN(C=O)C.